This data is from Full USPTO retrosynthesis dataset with 1.9M reactions from patents (1976-2016). The task is: Predict the reactants needed to synthesize the given product. The reactants are: [CH:1]1([O:6][C:7](=[O:26])[C@@H:8]([NH:15][CH2:16][C:17]2[CH:22]=[CH:21][C:20]([N+:23]([O-:25])=[O:24])=[CH:19][CH:18]=2)[C:9]2[CH:14]=[CH:13][CH:12]=[CH:11][CH:10]=2)[CH2:5][CH2:4][CH2:3][CH2:2]1.C([O-])([O-])=O.[K+].[K+].[C:33]([O:37][C:38](O[C:38]([O:37][C:33]([CH3:36])([CH3:35])[CH3:34])=[O:39])=[O:39])([CH3:36])([CH3:35])[CH3:34].O. Given the product [CH:1]1([O:6][C:7](=[O:26])[C@@H:8]([N:15]([C:38]([O:37][C:33]([CH3:36])([CH3:35])[CH3:34])=[O:39])[CH2:16][C:17]2[CH:18]=[CH:19][C:20]([N+:23]([O-:25])=[O:24])=[CH:21][CH:22]=2)[C:9]2[CH:10]=[CH:11][CH:12]=[CH:13][CH:14]=2)[CH2:2][CH2:3][CH2:4][CH2:5]1, predict the reactants needed to synthesize it.